From a dataset of NCI-60 drug combinations with 297,098 pairs across 59 cell lines. Regression. Given two drug SMILES strings and cell line genomic features, predict the synergy score measuring deviation from expected non-interaction effect. (1) Drug 1: CCCCCOC(=O)NC1=NC(=O)N(C=C1F)C2C(C(C(O2)C)O)O. Drug 2: CCN(CC)CCNC(=O)C1=C(NC(=C1C)C=C2C3=C(C=CC(=C3)F)NC2=O)C. Cell line: OVCAR-8. Synergy scores: CSS=-2.02, Synergy_ZIP=1.89, Synergy_Bliss=0.876, Synergy_Loewe=-2.74, Synergy_HSA=-3.23. (2) Drug 1: CC(C1=C(C=CC(=C1Cl)F)Cl)OC2=C(N=CC(=C2)C3=CN(N=C3)C4CCNCC4)N. Drug 2: CCN(CC)CCCC(C)NC1=C2C=C(C=CC2=NC3=C1C=CC(=C3)Cl)OC. Cell line: LOX IMVI. Synergy scores: CSS=12.9, Synergy_ZIP=-10.6, Synergy_Bliss=-12.5, Synergy_Loewe=-11.5, Synergy_HSA=-11.4. (3) Drug 1: C1=NNC2=C1C(=O)NC=N2. Drug 2: CN(C(=O)NC(C=O)C(C(C(CO)O)O)O)N=O. Cell line: KM12. Synergy scores: CSS=0.453, Synergy_ZIP=0.919, Synergy_Bliss=3.20, Synergy_Loewe=0.992, Synergy_HSA=0.492. (4) Drug 1: C1=CC=C(C(=C1)C(C2=CC=C(C=C2)Cl)C(Cl)Cl)Cl. Drug 2: CC1CCCC2(C(O2)CC(NC(=O)CC(C(C(=O)C(C1O)C)(C)C)O)C(=CC3=CSC(=N3)C)C)C. Cell line: OVCAR-8. Synergy scores: CSS=55.8, Synergy_ZIP=5.28, Synergy_Bliss=5.35, Synergy_Loewe=-34.1, Synergy_HSA=4.09. (5) Drug 1: CS(=O)(=O)CCNCC1=CC=C(O1)C2=CC3=C(C=C2)N=CN=C3NC4=CC(=C(C=C4)OCC5=CC(=CC=C5)F)Cl. Drug 2: CCC1(CC2CC(C3=C(CCN(C2)C1)C4=CC=CC=C4N3)(C5=C(C=C6C(=C5)C78CCN9C7C(C=CC9)(C(C(C8N6C)(C(=O)OC)O)OC(=O)C)CC)OC)C(=O)OC)O.OS(=O)(=O)O. Synergy scores: CSS=1.82, Synergy_ZIP=-2.09, Synergy_Bliss=-2.61, Synergy_Loewe=-0.984, Synergy_HSA=-1.11. Cell line: OVCAR-5. (6) Drug 1: CC(C)(C#N)C1=CC(=CC(=C1)CN2C=NC=N2)C(C)(C)C#N. Drug 2: CN(CCCl)CCCl.Cl. Cell line: HOP-62. Synergy scores: CSS=-6.03, Synergy_ZIP=-0.156, Synergy_Bliss=-1.06, Synergy_Loewe=-2.79, Synergy_HSA=-6.06. (7) Drug 1: CC1C(C(CC(O1)OC2CC(CC3=C2C(=C4C(=C3O)C(=O)C5=C(C4=O)C(=CC=C5)OC)O)(C(=O)C)O)N)O.Cl. Synergy scores: CSS=-0.483, Synergy_ZIP=-4.78, Synergy_Bliss=-10.3, Synergy_Loewe=-22.8, Synergy_HSA=-13.8. Cell line: SK-MEL-5. Drug 2: C1=CN(C=N1)CC(O)(P(=O)(O)O)P(=O)(O)O.